Dataset: Full USPTO retrosynthesis dataset with 1.9M reactions from patents (1976-2016). Task: Predict the reactants needed to synthesize the given product. Given the product [OH:34][CH:32]1[CH2:31][N:30]([C:35]([O:37][C:38]([CH3:39])([CH3:41])[CH3:40])=[O:36])[CH2:29][CH2:28][N:27]([C:3]2[C:2]([CH3:42])=[CH:7][CH:6]=[C:5]([N:8]3[C:16]4[CH:15]=[C:14]([C:17]5[CH:18]=[N:19][N:20]([CH2:22][C:23]([F:25])([F:24])[F:26])[CH:21]=5)[N:13]=[CH:12][C:11]=4[CH:10]=[N:9]3)[N:4]=2)[CH2:33]1, predict the reactants needed to synthesize it. The reactants are: Br[C:2]1[C:3]([N:27]2[CH2:33][CH:32]([OH:34])[CH2:31][N:30]([C:35]([O:37][C:38]([CH3:41])([CH3:40])[CH3:39])=[O:36])[CH2:29][CH2:28]2)=[N:4][C:5]([N:8]2[C:16]3[CH:15]=[C:14]([C:17]4[CH:18]=[N:19][N:20]([CH2:22][C:23]([F:26])([F:25])[F:24])[CH:21]=4)[N:13]=[CH:12][C:11]=3[CH:10]=[N:9]2)=[CH:6][CH:7]=1.[CH3:42]B1OB(C)OB(C)O1.C1CCC(P(C2CCCCC2)C2CCCCC2)CC1.C([O-])([O-])=O.[Cs+].[Cs+].